Dataset: Forward reaction prediction with 1.9M reactions from USPTO patents (1976-2016). Task: Predict the product of the given reaction. (1) Given the reactants [F:1][C:2]1[CH:7]=[CH:6][C:5]([C:8]2[N:9]=[C:10]3[N:14]([C:15]=2[C:16]2[CH:21]=[CH:20][N:19]=[C:18](S(C)(=O)=O)[N:17]=2)[CH:13]=[CH:12][O:11]3)=[CH:4][CH:3]=1.[NH2:26][CH2:27][C:28]([CH3:32])([CH3:31])[CH2:29][OH:30].C(N(C(C)C)CC)(C)C, predict the reaction product. The product is: [F:1][C:2]1[CH:7]=[CH:6][C:5]([C:8]2[N:9]=[C:10]3[N:14]([C:15]=2[C:16]2[CH:21]=[CH:20][N:19]=[C:18]([NH:26][CH2:27][C:28]([CH3:32])([CH3:31])[CH2:29][OH:30])[N:17]=2)[CH:13]=[CH:12][O:11]3)=[CH:4][CH:3]=1. (2) Given the reactants [N+:1]([C:4]1[C:13]2[C:8](=[CH:9][CH:10]=[CH:11][CH:12]=2)[C:7]([O:14][CH:15]([CH3:31])[CH2:16][C:17]2[CH:22]=[CH:21][N:20]=[C:19]([NH:23][C:24](=[O:30])[O:25][C:26]([CH3:29])([CH3:28])[CH3:27])[CH:18]=2)=[CH:6][CH:5]=1)([O-])=O.[H][H], predict the reaction product. The product is: [NH2:1][C:4]1[C:13]2[C:8](=[CH:9][CH:10]=[CH:11][CH:12]=2)[C:7]([O:14][CH:15]([CH3:31])[CH2:16][C:17]2[CH:22]=[CH:21][N:20]=[C:19]([NH:23][C:24](=[O:30])[O:25][C:26]([CH3:28])([CH3:27])[CH3:29])[CH:18]=2)=[CH:6][CH:5]=1. (3) Given the reactants [CH:1]1([C:4]#[C:5][C:6]2[CH:7]=[N:8][C:9]([N:12]3[CH2:17][CH2:16][N:15]([C:18]4[N:23]=[CH:22][N:21]=[C:20]([NH:24][C:25]5[CH:26]=[N:27][N:28]([CH2:30][C@H:31]6[O:36][CH2:35][CH2:34][N:33](C(OC(C)(C)C)=O)[CH2:32]6)[CH:29]=5)[N:19]=4)[CH2:14][CH2:13]3)=[N:10][CH:11]=2)[CH2:3][CH2:2]1.FC(F)(F)C(O)=O, predict the reaction product. The product is: [CH:1]1([C:4]#[C:5][C:6]2[CH:11]=[N:10][C:9]([N:12]3[CH2:13][CH2:14][N:15]([C:18]4[N:23]=[CH:22][N:21]=[C:20]([NH:24][C:25]5[CH:26]=[N:27][N:28]([CH2:30][C@H:31]6[O:36][CH2:35][CH2:34][NH:33][CH2:32]6)[CH:29]=5)[N:19]=4)[CH2:16][CH2:17]3)=[N:8][CH:7]=2)[CH2:3][CH2:2]1. (4) Given the reactants [Br:1][C:2]1[CH:9]=[CH:8][C:5]([CH2:6][OH:7])=[CH:4][CH:3]=1.F[C:11]1[CH:16]=[CH:15][CH:14]=[CH:13][N:12]=1.CC(C)([O-])C.[K+].C(=O)(O)[O-].[Na+], predict the reaction product. The product is: [Br:1][C:2]1[CH:9]=[CH:8][C:5]([CH2:6][O:7][C:11]2[CH:16]=[CH:15][CH:14]=[CH:13][N:12]=2)=[CH:4][CH:3]=1. (5) Given the reactants Br[C:2]1[CH:3]=[C:4]([CH:8]([OH:18])[CH2:9][CH2:10][NH:11][C:12](=[O:17])[C:13]([F:16])([F:15])[F:14])[CH:5]=[CH:6][CH:7]=1.[CH3:19][O:20][CH2:21][CH2:22][C:23]#[CH:24], predict the reaction product. The product is: [F:14][C:13]([F:16])([F:15])[C:12]([NH:11][CH2:10][CH2:9][CH:8]([OH:18])[C:4]1[CH:5]=[CH:6][CH:7]=[C:2]([C:24]#[C:23][CH2:22][CH2:21][O:20][CH3:19])[CH:3]=1)=[O:17]. (6) Given the reactants [CH3:13][C:12]([O:11][C:9](O[C:9]([O:11][C:12]([CH3:15])([CH3:14])[CH3:13])=[O:10])=[O:10])([CH3:15])[CH3:14].[CH2:16]([NH:23][CH2:24][CH2:25][OH:26])[C:17]1[CH:22]=[CH:21][CH:20]=[CH:19][CH:18]=1, predict the reaction product. The product is: [C:12]([O:11][C:9](=[O:10])[N:23]([CH2:16][C:17]1[CH:22]=[CH:21][CH:20]=[CH:19][CH:18]=1)[CH2:24][CH2:25][OH:26])([CH3:13])([CH3:14])[CH3:15]. (7) The product is: [F:1][C:2]1[CH:53]=[CH:52][C:51]([F:54])=[CH:50][C:3]=1[O:4][CH2:5][CH2:6][NH:7][CH2:8][C:10]1[CH:15]=[CH:14][C:13]([CH:16]2[CH2:21][CH2:20][N:19]([C:22]([O:24][CH2:25][C:26]3[CH:27]=[CH:28][CH:29]=[CH:30][CH:31]=3)=[O:23])[CH2:18][CH:17]2[O:32][CH2:33][C:34]2[CH:35]=[CH:36][C:37]3[O:42][CH2:41][CH2:40][N:39]([CH2:44][CH2:45][CH2:46][O:47][CH3:48])[C:38]=3[CH:49]=2)=[CH:12][CH:11]=1. Given the reactants [F:1][C:2]1[CH:53]=[CH:52][C:51]([F:54])=[CH:50][C:3]=1[O:4][CH2:5][CH2:6][NH:7][C:8]([C:10]1[CH:15]=[CH:14][C:13]([CH:16]2[CH2:21][CH2:20][N:19]([C:22]([O:24][CH2:25][C:26]3[CH:31]=[CH:30][CH:29]=[CH:28][CH:27]=3)=[O:23])[CH2:18][CH:17]2[O:32][CH2:33][C:34]2[CH:35]=[CH:36][C:37]3[O:42][CH2:41][C:40](=O)[N:39]([CH2:44][CH2:45][CH2:46][O:47][CH3:48])[C:38]=3[CH:49]=2)=[CH:12][CH:11]=1)=O.B1C2CCCC1CCC2.C(CN)O, predict the reaction product. (8) Given the reactants [F:1][C:2]1[CH:24]=[CH:23][CH:22]=[C:21]([F:25])[C:3]=1[CH2:4][C@@H:5]1[CH2:10][C@H:9]([C:11]2[O:15][NH:14][C:13](=[O:16])[CH:12]=2)[CH2:8][CH2:7][N:6]1C(OC)=O.Br, predict the reaction product. The product is: [F:1][C:2]1[CH:24]=[CH:23][CH:22]=[C:21]([F:25])[C:3]=1[CH2:4][C@@H:5]1[CH2:10][C@H:9]([C:11]2[O:15][NH:14][C:13](=[O:16])[CH:12]=2)[CH2:8][CH2:7][NH:6]1. (9) Given the reactants [F:1][C:2]([F:21])([F:20])[C:3]1[CH:8]=[CH:7][C:6]([C:9]2(O)[C:18]3[N:17]=[CH:16][CH:15]=[CH:14][C:13]=3[CH2:12][CH2:11][CH2:10]2)=[CH:5][CH:4]=1.C1C=CC(P([N:36]=[N+:37]=[N-:38])(C2C=CC=CC=2)=O)=CC=1.C1CCN2C(=NCCC2)CC1.[N-]=[N+]=[N-].[Na+], predict the reaction product. The product is: [N:36]([C:9]1([C:6]2[CH:7]=[CH:8][C:3]([C:2]([F:21])([F:20])[F:1])=[CH:4][CH:5]=2)[C:18]2[N:17]=[CH:16][CH:15]=[CH:14][C:13]=2[CH2:12][CH2:11][CH2:10]1)=[N+:37]=[N-:38].